Dataset: Reaction yield outcomes from USPTO patents with 853,638 reactions. Task: Predict the reaction yield, written as a fraction of the theoretical maximum amount of product (1.0 means a 100% yield; for example, 0.34 means a 34% yield). (1) The product is [Cl:1][C:2]1[CH:7]=[C:6]([CH:5]=[CH:4][C:3]=1[NH:13][C:14]1[N:15]=[C:16]([O:49][CH3:50])[C:17]2[C:22]([C:23]3[CH:28]=[CH:27][C:26]([NH2:29])=[C:25]([NH2:37])[CH:24]=3)=[CH:21][N:20]([CH2:41][O:42][CH2:43][CH2:44][Si:45]([CH3:46])([CH3:48])[CH3:47])[C:18]=2[N:19]=1)[C:8]([N:9]([CH3:11])[CH3:10])=[O:12]. The yield is 0.780. No catalyst specified. The reactants are [Cl:1][C:2]1[CH:7]=[C:6]([C:8](=[O:12])[N:9]([CH3:11])[CH3:10])[CH:5]=[CH:4][C:3]=1[NH:13][C:14]1[N:15]=[C:16]([O:49][CH3:50])[C:17]2[C:22]([C:23]3[CH:28]=[CH:27][C:26]([NH:29]C(=O)OC(C)(C)C)=[C:25]([NH:37]C(=O)[O-])[CH:24]=3)=[CH:21][N:20]([CH2:41][O:42][CH2:43][CH2:44][Si:45]([CH3:48])([CH3:47])[CH3:46])[C:18]=2[N:19]=1.Cl.N. (2) The reactants are [Br:1][C:2]1[C:11]([O:12][CH2:13][C:14]#[N:15])=[CH:10][CH:9]=[C:8]2[C:3]=1[CH:4]=[CH:5][C:6]([CH2:16][N:17]([CH3:34])[C:18]([C:20]1[CH:21]=[N:22][N:23]([C:28]3[CH:33]=[CH:32][CH:31]=[CH:30][CH:29]=3)[C:24]=1[CH2:25][CH2:26][CH3:27])=[O:19])=[CH:7]2.[N-:35]=[N+:36]=[N-:37].[Na+].[Cl-].[NH4+].[OH-].[Na+]. The catalyst is CN(C=O)C.O. The product is [Br:1][C:2]1[C:11]([O:12][CH2:13][C:14]2[NH:37][N:36]=[N:35][N:15]=2)=[CH:10][CH:9]=[C:8]2[C:3]=1[CH:4]=[CH:5][C:6]([CH2:16][N:17]([CH3:34])[C:18]([C:20]1[CH:21]=[N:22][N:23]([C:28]3[CH:29]=[CH:30][CH:31]=[CH:32][CH:33]=3)[C:24]=1[CH2:25][CH2:26][CH3:27])=[O:19])=[CH:7]2. The yield is 0.330. (3) No catalyst specified. The yield is 0.150. The reactants are [OH:1][NH:2][C:3]([C:5]1[CH:10]=[CH:9][CH:8]=[CH:7][N:6]=1)=[NH:4].[Cl:11][C:12]1[CH:20]=[CH:19][C:18]([N+:21]([O-:23])=[O:22])=[CH:17][C:13]=1[C:14](O)=O. The product is [Cl:11][C:12]1[CH:20]=[CH:19][C:18]([N+:21]([O-:23])=[O:22])=[CH:17][C:13]=1[C:14]1[O:1][N:2]=[C:3]([C:5]2[CH:10]=[CH:9][CH:8]=[CH:7][N:6]=2)[N:4]=1. (4) The reactants are [NH2:1][C:2]1[CH:3]=[CH:4][CH:5]=[C:6]2[C:10]=1[C:9](=[O:11])[N:8]([C@@H:12]([C:18]1[CH:23]=[CH:22][C:21]([O:24][CH3:25])=[C:20]([O:26][CH2:27][CH3:28])[CH:19]=1)[CH2:13][S:14]([CH3:17])(=[O:16])=[O:15])[CH2:7]2.[CH:29]1([C:32](Cl)=[O:33])[CH2:31][CH2:30]1.CO. The catalyst is O1CCCC1. The product is [CH:29]1([C:32]([NH:1][C:2]2[CH:3]=[CH:4][CH:5]=[C:6]3[C:10]=2[C:9](=[O:11])[N:8]([C@@H:12]([C:18]2[CH:23]=[CH:22][C:21]([O:24][CH3:25])=[C:20]([O:26][CH2:27][CH3:28])[CH:19]=2)[CH2:13][S:14]([CH3:17])(=[O:15])=[O:16])[CH2:7]3)=[O:33])[CH2:31][CH2:30]1. The yield is 0.710. (5) The reactants are [H-].[Al+3].[Li+].[H-].[H-].[H-].[Br:7][C:8]1[CH:13]=[CH:12][C:11]([CH2:14][C:15]([N:17]2[CH2:22][CH2:21][O:20][CH2:19][CH2:18]2)=O)=[CH:10][CH:9]=1. The catalyst is O1CCCC1. The product is [Br:7][C:8]1[CH:9]=[CH:10][C:11]([CH2:14][CH2:15][N:17]2[CH2:22][CH2:21][O:20][CH2:19][CH2:18]2)=[CH:12][CH:13]=1. The yield is 0.970. (6) The reactants are [CH3:1][O:2][CH2:3][CH2:4][C:5]([C:7]1[CH:8]=[C:9]2[C:14](=[CH:15][C:16]=1[C:17]([F:20])([F:19])[F:18])[NH:13][C:12](=[O:21])[N:11]([NH:22][S:23]([CH3:26])(=[O:25])=[O:24])[C:10]2=[O:27])=[O:6].[BH4-].[Na+].Cl. The catalyst is CO.O. The product is [OH:6][CH:5]([C:7]1[CH:8]=[C:9]2[C:14](=[CH:15][C:16]=1[C:17]([F:18])([F:19])[F:20])[NH:13][C:12](=[O:21])[N:11]([NH:22][S:23]([CH3:26])(=[O:25])=[O:24])[C:10]2=[O:27])[CH2:4][CH2:3][O:2][CH3:1]. The yield is 0.940. (7) The reactants are C([O:4][C@@H:5]1[C@@H:13]([CH2:14][O:15]C(=O)C)[O:12][CH:11]2[CH:7]([N:8]=[C:9]([NH:19][CH2:20][CH:21]=[CH2:22])[S:10]2)[C@H:6]1[O:23]C(=O)C)(=O)C.C([O-])([O-])=O.[K+].[K+]. The catalyst is CO. The product is [CH2:20]([NH:19][C:9]1[S:10][CH:11]2[O:12][C@H:13]([CH2:14][OH:15])[C@@H:5]([OH:4])[C@H:6]([OH:23])[CH:7]2[N:8]=1)[CH:21]=[CH2:22]. The yield is 0.180.